Dataset: Tyrosyl-DNA phosphodiesterase HTS with 341,365 compounds. Task: Binary Classification. Given a drug SMILES string, predict its activity (active/inactive) in a high-throughput screening assay against a specified biological target. (1) The result is 0 (inactive). The compound is O=C(N1C(CCCC1)CC)C(=O)c1c2c(n(c1)CC(=O)N(CC)CC)cccc2. (2) The molecule is Brc1cc(F)c(NC(=O)CCNC(=O)N2c3c(NC(=O)C2)cccc3)cc1. The result is 0 (inactive).